Dataset: Forward reaction prediction with 1.9M reactions from USPTO patents (1976-2016). Task: Predict the product of the given reaction. (1) Given the reactants [N+](=[CH2:3])=[N-].[Cl-:4].[CH2:5]([O:7][C:8](=[O:14])[CH2:9][CH2:10][C:11]([OH:13])=O)C, predict the reaction product. The product is: [CH3:5][O:7][C:8](=[O:14])[CH2:9][CH2:10][C:11]([CH2:3][Cl:4])=[O:13]. (2) Given the reactants [Cl:1][C:2]1[C:3]2[C:10]3[CH2:11][CH2:12][N:13](C(OC(C)(C)C)=O)[CH2:14][C:9]=3[S:8][C:4]=2[N:5]=[CH:6][N:7]=1.[NH2:22][C:23]1[CH:24]=[C:25]([OH:30])[CH:26]=[C:27]([Cl:29])[CH:28]=1.Cl.O1CCOCC1, predict the reaction product. The product is: [ClH:1].[Cl:29][C:27]1[CH:26]=[C:25]([OH:30])[CH:24]=[C:23]([NH:22][C:2]2[C:3]3[C:10]4[CH2:11][CH2:12][NH:13][CH2:14][C:9]=4[S:8][C:4]=3[N:5]=[CH:6][N:7]=2)[CH:28]=1. (3) Given the reactants [CH:1](=[O:17])[CH2:2][CH2:3][CH2:4][CH2:5][CH2:6][CH2:7][CH2:8][CH2:9][CH2:10]/[CH:11]=[CH:12]\CCCC.[CH3:18][C:19](OC(C)=O)=[O:20].N1C=CC=CC=1.C(O)CCCCCC/C=C\CCC, predict the reaction product. The product is: [C:19]([O:17][CH2:1][CH2:2][CH2:3][CH2:4][CH2:5][CH2:6][CH2:7]/[CH:8]=[CH:9]\[CH2:10][CH2:11][CH3:12])(=[O:20])[CH3:18]. (4) The product is: [CH3:26][C:6]1[C:5]([CH2:4][OH:3])=[C:10]([C:11]([F:14])([F:13])[F:12])[CH:9]=[C:8]([C:15]2[CH:20]=[CH:19][C:18]([O:21][C:22]([F:24])([F:23])[F:25])=[CH:17][CH:16]=2)[N:7]=1. Given the reactants C([O:3][C:4](=O)[C:5]1[C:10]([C:11]([F:14])([F:13])[F:12])=[CH:9][C:8]([C:15]2[CH:20]=[CH:19][C:18]([O:21][C:22]([F:25])([F:24])[F:23])=[CH:17][CH:16]=2)=[N:7][C:6]=1[CH3:26])C.[H-].[Al+3].[Li+].[H-].[H-].[H-].[OH-].[Na+], predict the reaction product. (5) Given the reactants [F:1][C:2]1([C:6]2[C:7]([O:28][C@@H:29]([CH3:34])[C:30]([F:33])([F:32])[F:31])=[CH:8][C:9]([C:12]([NH:14][C:15]([C:22]3[N:26]=[C:25]([CH3:27])[O:24][N:23]=3)([CH3:21])[C:16]([O:18]CC)=[O:17])=[O:13])=[N:10][CH:11]=2)[CH2:5][O:4][CH2:3]1.O, predict the reaction product. The product is: [F:1][C:2]1([C:6]2[C:7]([O:28][C@@H:29]([CH3:34])[C:30]([F:31])([F:33])[F:32])=[CH:8][C:9]([C:12]([NH:14][C:15]([C:22]3[N:26]=[C:25]([CH3:27])[O:24][N:23]=3)([CH3:21])[C:16]([OH:18])=[O:17])=[O:13])=[N:10][CH:11]=2)[CH2:5][O:4][CH2:3]1. (6) The product is: [C:20]([O:15][CH2:14][C@H:13]([C:3]1[C:4]([CH3:12])=[CH:5][C:6]2[C:11](=[CH:10][CH:9]=[CH:8][CH:7]=2)[C:2]=1[Cl:1])[OH:16])(=[O:25])[C:21]([CH3:24])([CH3:23])[CH3:22]. Given the reactants [Cl:1][C:2]1[C:11]2[C:6](=[CH:7][CH:8]=[CH:9][CH:10]=2)[CH:5]=[C:4]([CH3:12])[C:3]=1[C@H:13]([OH:16])[CH2:14][OH:15].ClCCl.[C:20](Cl)(=[O:25])[C:21]([CH3:24])([CH3:23])[CH3:22], predict the reaction product. (7) Given the reactants [CH3:1][O:2][C:3]1[CH:4]=[C:5]2[C:9](=[CH:10][CH:11]=1)[NH:8][C:7]([C:12]([OH:14])=O)=[C:6]2[CH3:15].C(O[C:19]([C:21]1[NH:22]C2C([C:29]=1C)=CC(OC)=CC=2)=O)C.O.ON1C2C=CC=CC=2N=N1.C(N)(C)C, predict the reaction product. The product is: [CH:21]([NH:22][C:12]([C:7]1[NH:8][C:9]2[C:5]([C:6]=1[CH3:15])=[CH:4][C:3]([O:2][CH3:1])=[CH:11][CH:10]=2)=[O:14])([CH3:29])[CH3:19].